From a dataset of Catalyst prediction with 721,799 reactions and 888 catalyst types from USPTO. Predict which catalyst facilitates the given reaction. (1) Reactant: C1N=CN(C(N2C=NC=C2)=O)C=1.[O:13]=[C:14]([NH:24][C:25]1[CH:26]=[CH:27][CH:28]=[C:29]2[C:34]=1[N:33]=[CH:32][CH:31]=[CH:30]2)[CH2:15][CH2:16][CH2:17][CH2:18][CH2:19][CH2:20][C:21](O)=[O:22].[S:35]([NH2:39])([NH2:38])(=[O:37])=[O:36].C1CCN2C(=NCCC2)CC1. Product: [N:33]1[C:34]2[C:29](=[CH:28][CH:27]=[CH:26][C:25]=2[NH:24][C:14](=[O:13])[CH2:15][CH2:16][CH2:17][CH2:18][CH2:19][CH2:20][C:21]([NH:38][S:35](=[O:37])(=[O:36])[NH2:39])=[O:22])[CH:30]=[CH:31][CH:32]=1. The catalyst class is: 3. (2) Reactant: I[C:2]1[CH:3]=[C:4]([CH:8]=[CH:9][C:10]=1[O:11][CH3:12])[C:5]([OH:7])=[O:6].[CH3:13][NH:14][CH2:15][C:16]#[CH:17]. Product: [CH3:12][O:11][C:10]1[CH:9]=[CH:8][C:4]([C:5]([OH:7])=[O:6])=[CH:3][C:2]=1[C:17]#[C:16][CH2:15][NH:14][CH3:13]. The catalyst class is: 10. (3) Product: [CH2:1]([NH:6][C:7]1[N:15]=[C:14]([C:16]([F:19])([F:17])[F:18])[CH:13]=[CH:12][C:8]=1[C:9]([O:11][CH2:20][CH3:21])=[O:10])[CH:2]([CH3:4])[CH3:3]. Reactant: [CH:1](=O)[CH:2]([CH3:4])[CH3:3].[NH2:6][C:7]1[N:15]=[C:14]([C:16]([F:19])([F:18])[F:17])[CH:13]=[CH:12][C:8]=1[C:9]([O-:11])=[O:10].[C:20](O)(=O)[CH3:21].C(O[BH-](OC(=O)C)OC(=O)C)(=O)C.[Na+]. The catalyst class is: 26. (4) Reactant: [Cl:1][C:2]1[N:7]=[C:6]([C:8]2[NH:9][C:10]3[C:15]([CH:16]=2)=[CH:14][C:13]([F:17])=[CH:12][CH:11]=3)[C:5]([OH:18])=[CH:4][CH:3]=1.CCN(C(C)C)C(C)C.[O:28](S(C(F)(F)F)(=O)=O)[S:29]([C:32]([F:35])([F:34])[F:33])(=O)=[O:30]. Product: [F:33][C:32]([F:35])([F:34])[S:29]([O:18][C:5]1[C:6]([C:8]2[NH:9][C:10]3[C:15]([CH:16]=2)=[CH:14][C:13]([F:17])=[CH:12][CH:11]=3)=[N:7][C:2]([Cl:1])=[CH:3][CH:4]=1)(=[O:30])=[O:28]. The catalyst class is: 34. (5) Product: [C:16]1([N:5]2[CH:6]=[C:7]([C:8]([O:10][CH2:11][CH3:12])=[O:9])[C:3]([C:2]([F:1])([F:13])[F:14])=[N:4]2)[CH:21]=[CH:20][CH:19]=[CH:18][CH:17]=1. Reactant: [F:1][C:2]([F:14])([F:13])[C:3]1[C:7]([C:8]([O:10][CH2:11][CH3:12])=[O:9])=[CH:6][NH:5][N:4]=1.I[C:16]1[CH:21]=[CH:20][CH:19]=[CH:18][CH:17]=1.C(=O)([O-])[O-].[K+].[K+].CN[C@H]1CCCC[C@@H]1NC. The catalyst class is: 205.